From a dataset of Forward reaction prediction with 1.9M reactions from USPTO patents (1976-2016). Predict the product of the given reaction. (1) Given the reactants [Br:1][C:2]1[C:3]([F:12])=[C:4]2[C:10]([NH2:11])=[CH:9][NH:8][C:5]2=[N:6][CH:7]=1.[CH3:13][O:14][C@@H:15]([CH3:19])[C:16](N)=[O:17].C1N(P(Cl)(N2C(=O)OCC2)=O)C(=O)OC1.C(N(CC)CC)C, predict the reaction product. The product is: [Br:1][C:2]1[C:3]([F:12])=[C:4]2[C:10]([NH:11][C:16](=[O:17])[C@@H:15]([O:14][CH3:13])[CH3:19])=[CH:9][NH:8][C:5]2=[N:6][CH:7]=1. (2) Given the reactants [C:1]([C:4]1[CH:5]=[N:6][CH:7]=[CH:8][CH:9]=1)(=O)[CH3:2].C([O-])(=O)C.[NH4+].C([BH3-])#[N:16].[Na+].Cl, predict the reaction product. The product is: [N:6]1[CH:7]=[CH:8][CH:9]=[C:4]([CH:1]([NH2:16])[CH3:2])[CH:5]=1.